Dataset: Peptide-MHC class II binding affinity with 134,281 pairs from IEDB. Task: Regression. Given a peptide amino acid sequence and an MHC pseudo amino acid sequence, predict their binding affinity value. This is MHC class II binding data. (1) The peptide sequence is MSQIMYNYPAMRAHA. The MHC is HLA-DQA10102-DQB10502 with pseudo-sequence HLA-DQA10102-DQB10502. The binding affinity (normalized) is 0.0756. (2) The peptide sequence is AAILRRHIDLLVGSATLCSALY. The MHC is DRB1_0701 with pseudo-sequence DRB1_0701. The binding affinity (normalized) is 0. (3) The peptide sequence is EKKYFAATQFEPAAA. The MHC is HLA-DPA10201-DPB11401 with pseudo-sequence HLA-DPA10201-DPB11401. The binding affinity (normalized) is 0.497. (4) The peptide sequence is GELQIVDQIDAAFKI. The MHC is DRB1_1101 with pseudo-sequence DRB1_1101. The binding affinity (normalized) is 0.512. (5) The peptide sequence is SYIAEMETESWIVDR. The MHC is DRB4_0101 with pseudo-sequence DRB4_0103. The binding affinity (normalized) is 0.134. (6) The peptide sequence is EWNVRSDVVARAMRL. The MHC is DRB1_1101 with pseudo-sequence DRB1_1101. The binding affinity (normalized) is 0.387.